This data is from Forward reaction prediction with 1.9M reactions from USPTO patents (1976-2016). The task is: Predict the product of the given reaction. (1) The product is: [NH2:1][C:2]1[CH:7]=[C:6]([CH2:8][Cl:9])[CH:5]=[CH:4][C:3]=1[S:10][C:11]1[C:12](=[CH:17][CH:18]=[CH:19][CH:20]=1)[C:13]([OH:15])=[O:14]. Given the reactants [NH2:1][C:2]1[CH:7]=[C:6]([CH2:8][Cl:9])[CH:5]=[CH:4][C:3]=1[S:10][C:11]1[C:12](=[CH:17][CH:18]=[CH:19][CH:20]=1)[C:13]([O:15]C)=[O:14].[OH-].[Na+], predict the reaction product. (2) Given the reactants [I:1]Cl.[N:3]1[CH:8]=[CH:7][C:6]([C:9]2[C:14]([C:15]3[CH:27]=[CH:26][C:25]4[C:24]5[C:19](=[CH:20][C:21]([Si](C)(C)C)=[CH:22][CH:23]=5)[C:18]([CH2:40][CH2:41][CH2:42][CH2:43][CH2:44][CH2:45][CH2:46][CH3:47])([CH2:32][CH2:33][CH2:34][CH2:35][CH2:36][CH2:37][CH2:38][CH3:39])[C:17]=4[CH:16]=3)=[CH:13][CH:12]=[CH:11][CH:10]=2)=[CH:5][CH:4]=1, predict the reaction product. The product is: [N:3]1[CH:8]=[CH:7][C:6]([C:9]2[C:14]([C:15]3[CH:27]=[CH:26][C:25]4[C:24]5[C:19](=[CH:20][C:21]([I:1])=[CH:22][CH:23]=5)[C:18]([CH2:40][CH2:41][CH2:42][CH2:43][CH2:44][CH2:45][CH2:46][CH3:47])([CH2:32][CH2:33][CH2:34][CH2:35][CH2:36][CH2:37][CH2:38][CH3:39])[C:17]=4[CH:16]=3)=[CH:13][CH:12]=[CH:11][CH:10]=2)=[CH:5][CH:4]=1. (3) The product is: [NH4+:6].[OH-:1].[C:46]([O:50][C:27](=[O:36])[NH:24][C:16]1[N:15]=[CH:14][C:13]2[CH2:21][C:3]3([CH2:11][C:12]=2[CH:17]=1)[C:4]1[C:5](=[N:6][CH:7]=[CH:8][CH:9]=1)[NH:10][C:2]3=[O:1])([CH3:49])([CH3:48])[CH3:47]. Given the reactants [O:1]=[C:2]1[NH:10][C:5]2=[N:6][CH:7]=[CH:8][CH:9]=[C:4]2[C:3]21[CH2:21][C:13]1[CH:14]=[N:15][C:16](C(O)=O)=[CH:17][C:12]=1[CH2:11]2.C([N:24]([CH2:27]C)CC)C.C1(P(N=[N+]=[N-])(C2C=CC=CC=2)=[O:36])C=CC=CC=1.[C:46]([OH:50])([CH3:49])([CH3:48])[CH3:47], predict the reaction product. (4) Given the reactants Br[C:2]1[N:7]=[CH:6][C:5]([C:8]([N:10]2[CH2:15][CH2:14][N:13]([C:16]3[C:23]([CH3:24])=[CH:22][C:19]([C:20]#[N:21])=[CH:18][N:17]=3)[CH2:12][CH2:11]2)=[O:9])=[CH:4][CH:3]=1.[O:25]1[CH2:29][CH2:28][NH:27][C:26]1=[O:30], predict the reaction product. The product is: [C:20]([C:19]1[CH:22]=[C:23]([CH3:24])[C:16]([N:13]2[CH2:14][CH2:15][N:10]([C:8]([C:5]3[CH:4]=[CH:3][C:2]([N:27]4[CH2:28][CH2:29][O:25][C:26]4=[O:30])=[N:7][CH:6]=3)=[O:9])[CH2:11][CH2:12]2)=[N:17][CH:18]=1)#[N:21]. (5) Given the reactants [CH:1]1([C:7]([N:9]2[C:17]3[C:12](=[CH:13][C:14]([S:18]([NH2:21])(=[O:20])=[O:19])=[CH:15][CH:16]=3)[CH2:11][CH2:10]2)=[O:8])[CH2:6][CH2:5][CH2:4][CH2:3][CH2:2]1.N1C2C(=CC(S(N)(=O)=O)=CC=2)CC1.C(Cl)(=O)C1C=CC=CC=1, predict the reaction product. The product is: [C:7]([N:9]1[C:17]2[C:12](=[CH:13][C:14]([S:18]([NH2:21])(=[O:20])=[O:19])=[CH:15][CH:16]=2)[CH2:11][CH2:10]1)(=[O:8])[C:1]1[CH:2]=[CH:3][CH:4]=[CH:5][CH:6]=1. (6) Given the reactants [H-].[Na+].[CH3:3][N:4]([CH2:12][C:13]1[CH:17]=[C:16]([NH:18][C:19]2[CH:24]=[CH:23][CH:22]=[CH:21][CH:20]=2)[N:15]([C:25]2[CH:30]=[CH:29][CH:28]=[CH:27][CH:26]=2)[N:14]=1)[C:5](=[O:11])[O:6][C:7]([CH3:10])([CH3:9])[CH3:8].I[CH3:32].O, predict the reaction product. The product is: [CH3:3][N:4]([CH2:12][C:13]1[CH:17]=[C:16]([N:18]([CH3:32])[C:19]2[CH:20]=[CH:21][CH:22]=[CH:23][CH:24]=2)[N:15]([C:25]2[CH:30]=[CH:29][CH:28]=[CH:27][CH:26]=2)[N:14]=1)[C:5](=[O:11])[O:6][C:7]([CH3:10])([CH3:8])[CH3:9]. (7) Given the reactants Br[CH2:2][CH2:3][O:4][C:5]1[CH:10]=[CH:9][C:8]([Cl:11])=[CH:7][CH:6]=1.C([O-])([O-])=O.[K+].[K+].[C:18]([O:22][C:23](=[O:48])[CH2:24][N:25]1[C:29]2[CH:30]=[CH:31][C:32]([NH:34][S:35]([C:38]3[CH:43]=[CH:42][C:41]([F:44])=[CH:40][CH:39]=3)(=[O:37])=[O:36])=[CH:33][C:28]=2[N:27]=[C:26]1[CH2:45][CH2:46][CH3:47])([CH3:21])([CH3:20])[CH3:19], predict the reaction product. The product is: [C:18]([O:22][C:23](=[O:48])[CH2:24][N:25]1[C:29]2[CH:30]=[CH:31][C:32]([N:34]([CH2:2][CH2:3][O:4][C:5]3[CH:10]=[CH:9][C:8]([Cl:11])=[CH:7][CH:6]=3)[S:35]([C:38]3[CH:39]=[CH:40][C:41]([F:44])=[CH:42][CH:43]=3)(=[O:36])=[O:37])=[CH:33][C:28]=2[N:27]=[C:26]1[CH2:45][CH2:46][CH3:47])([CH3:21])([CH3:20])[CH3:19]. (8) Given the reactants Cl[CH2:2][CH:3]1[CH2:7][CH2:6][O:5][CH2:4]1.C(=O)([O-])[O-].[K+].[K+].[CH2:14]([NH2:17])[CH2:15][NH2:16], predict the reaction product. The product is: [O:5]1[CH2:6][CH2:7][CH:3]([CH2:2][NH:16][CH2:15][CH2:14][NH2:17])[CH2:4]1.